From a dataset of Forward reaction prediction with 1.9M reactions from USPTO patents (1976-2016). Predict the product of the given reaction. Given the reactants [F:1][C:2]1[CH:3]=[C:4]([OH:11])[CH:5]=[CH:6][C:7]=1[N+:8]([O-:10])=[O:9].C(=O)([O-])[O-].[K+].[K+].C1C=CC(N([S:25]([C:28]([F:31])([F:30])[F:29])(=[O:27])=[O:26])[S:25]([C:28]([F:31])([F:30])[F:29])(=[O:27])=[O:26])=CC=1, predict the reaction product. The product is: [F:1][C:2]1[CH:3]=[C:4]([O:11][S:25]([C:28]([F:31])([F:30])[F:29])(=[O:27])=[O:26])[CH:5]=[CH:6][C:7]=1[N+:8]([O-:10])=[O:9].